Dataset: Forward reaction prediction with 1.9M reactions from USPTO patents (1976-2016). Task: Predict the product of the given reaction. (1) Given the reactants [Br:1][C:2]1[C:3]2[O:12][C:11]([CH:13]=O)=[CH:10][C:4]=2[C:5](=[O:9])[N:6]([CH3:8])[CH:7]=1.Cl.[CH3:16][C@H:17]1[NH:22][CH2:21][CH2:20][N:19]([S:23]([CH3:26])(=[O:25])=[O:24])[CH2:18]1.CCN(CC)CC.C(O[BH-](OC(=O)C)OC(=O)C)(=O)C.[Na+], predict the reaction product. The product is: [Br:1][C:2]1[C:3]2[O:12][C:11]([CH2:13][N:22]3[CH2:21][CH2:20][N:19]([S:23]([CH3:26])(=[O:25])=[O:24])[CH2:18][C@H:17]3[CH3:16])=[CH:10][C:4]=2[C:5](=[O:9])[N:6]([CH3:8])[CH:7]=1. (2) Given the reactants [CH2:1]([NH:4][C:5]1[C:14]2[C:9](=[CH:10][CH:11]=[C:12]([N+:15]([O-:17])=[O:16])[CH:13]=2)[N:8]=[C:7](Cl)[N:6]=1)[CH:2]=[CH2:3].[CH2:19]([NH2:22])[CH2:20][NH2:21], predict the reaction product. The product is: [CH2:1]([NH:4][C:5]1[C:14]2[C:9](=[CH:10][CH:11]=[C:12]([N+:15]([O-:17])=[O:16])[CH:13]=2)[N:8]=[C:7]([NH:21][CH2:20][CH2:19][NH2:22])[N:6]=1)[CH:2]=[CH2:3]. (3) Given the reactants C(N(CC)CC)C.Cl.[NH2:9][C:10]([CH3:16])([CH3:15])[C:11](OC)=[O:12].[F:17][C:18]([S:21][C:22]1[CH:27]=[CH:26][C:25]([N:28]=[C:29]=[O:30])=[CH:24][CH:23]=1)([F:20])[F:19], predict the reaction product. The product is: [CH3:16][C:10]1([CH3:15])[NH:9][C:29](=[O:30])[N:28]([C:25]2[CH:24]=[CH:23][C:22]([S:21][C:18]([F:20])([F:17])[F:19])=[CH:27][CH:26]=2)[C:11]1=[O:12]. (4) Given the reactants Br[C:2]1[CH:7]=[CH:6][C:5]([N:8]2[CH2:13][CH2:12][N:11]([C:14]([O:16][C:17]([CH3:20])([CH3:19])[CH3:18])=[O:15])[CH2:10][CH2:9]2)=[C:4]([CH3:21])[CH:3]=1.CC([O-])=O.[K+].[CH3:27][C:28]1([CH3:44])[C:32]([CH3:34])([CH3:33])[O:31][B:30]([B:30]2[O:31][C:32]([CH3:34])([CH3:33])[C:28]([CH3:44])([CH3:27])[O:29]2)[O:29]1.O, predict the reaction product. The product is: [CH3:21][C:4]1[CH:3]=[C:2]([B:30]2[O:31][C:32]([CH3:34])([CH3:33])[C:28]([CH3:44])([CH3:27])[O:29]2)[CH:7]=[CH:6][C:5]=1[N:8]1[CH2:13][CH2:12][N:11]([C:14]([O:16][C:17]([CH3:20])([CH3:19])[CH3:18])=[O:15])[CH2:10][CH2:9]1. (5) The product is: [C:49]([O:48][C:46](=[O:47])[NH:53][C@@H:54]1[CH2:58][CH2:57][N:56]([C:21]2[N:20]=[C:19]3[C:24]([N:25]=[CH:26][N:18]3[C@@H:16]3[CH2:17][C@H:13]([NH:12][C:10](=[O:11])[C@H:9]([O:8][CH2:1][C:2]4[CH:7]=[CH:6][CH:5]=[CH:4][CH:3]=4)[CH3:45])[C@@H:14]([OH:44])[C@H:15]3[OH:43])=[C:23]([NH:27][CH2:28][CH:29]([C:30]3[CH:35]=[CH:34][CH:33]=[CH:32][CH:31]=3)[C:36]3[CH:41]=[CH:40][CH:39]=[CH:38][CH:37]=3)[N:22]=2)[CH2:55]1)([CH3:52])([CH3:50])[CH3:51]. Given the reactants [CH2:1]([O:8][C@H:9]([CH3:45])[C:10]([NH:12][C@H:13]1[CH2:17][C@@H:16]([N:18]2[CH:26]=[N:25][C:24]3[C:19]2=[N:20][C:21](Cl)=[N:22][C:23]=3[NH:27][CH2:28][CH:29]([C:36]2[CH:41]=[CH:40][CH:39]=[CH:38][CH:37]=2)[C:30]2[CH:35]=[CH:34][CH:33]=[CH:32][CH:31]=2)[C@H:15]([OH:43])[C@@H:14]1[OH:44])=[O:11])[C:2]1[CH:7]=[CH:6][CH:5]=[CH:4][CH:3]=1.[C:46]([NH:53][C@@H:54]1[CH2:58][CH2:57][NH:56][CH2:55]1)([O:48][C:49]([CH3:52])([CH3:51])[CH3:50])=[O:47].[I-].[Na+], predict the reaction product. (6) The product is: [C:21]([C:20]1[CH:23]=[C:16]([C:14]2[S:13][N:12]=[C:11]([C:4]3[C:3]([CH2:1][CH3:2])=[C:8]([CH2:37][NH:29][CH2:30][CH2:31][C:32]([OH:34])=[O:33])[CH:7]=[CH:6][CH:5]=3)[N:15]=2)[CH:17]=[CH:18][C:19]=1[O:24][CH:25]([CH3:26])[CH3:27])#[N:22]. Given the reactants [CH2:1]([C:3]1[C:8](C=O)=[CH:7][CH:6]=[CH:5][C:4]=1[C:11]1[N:15]=[C:14]([C:16]2[CH:17]=[CH:18][C:19]([O:24][CH:25]([CH3:27])[CH3:26])=[C:20]([CH:23]=2)[C:21]#[N:22])[S:13][N:12]=1)[CH3:2].Cl.[NH2:29][CH2:30][CH2:31][C:32]([O:34]CC)=[O:33].[C:37]([O-])(=O)C.[Na+].C(O[BH-](OC(=O)C)OC(=O)C)(=O)C.[Na+], predict the reaction product.